This data is from Forward reaction prediction with 1.9M reactions from USPTO patents (1976-2016). The task is: Predict the product of the given reaction. (1) Given the reactants C[O:2][C:3](=[O:26])[C:4]1[CH:9]=[C:8]([O:10][CH3:11])[CH:7]=[C:6]([C:12]2[C:13](=N)[N:14]([CH2:23][CH3:24])[C:15]3[C:20]([CH:21]=2)=[CH:19][N:18]=[C:17]([Cl:22])[CH:16]=3)[CH:5]=1.C(OC(=O)C)(=[O:29])C, predict the reaction product. The product is: [Cl:22][C:17]1[CH:16]=[C:15]2[C:20]([CH:21]=[C:12]([C:6]3[CH:5]=[C:4]([CH:9]=[C:8]([O:10][CH3:11])[CH:7]=3)[C:3]([OH:2])=[O:26])[C:13](=[O:29])[N:14]2[CH2:23][CH3:24])=[CH:19][N:18]=1. (2) Given the reactants [Cl:1][C:2]1[CH:7]=[CH:6][C:5]([C:8]2[CH:9]=[C:10]([NH2:20])[CH:11]=[N:12][C:13]=2[O:14][CH2:15][C:16]([F:19])([F:18])[F:17])=[CH:4][CH:3]=1.[N:21]1[CH:26]=[C:25]([C:27](O)=[O:28])[CH:24]=[N:23][CH:22]=1, predict the reaction product. The product is: [Cl:1][C:2]1[CH:3]=[CH:4][C:5]([C:8]2[CH:9]=[C:10]([NH:20][C:27]([C:25]3[CH:26]=[N:21][CH:22]=[N:23][CH:24]=3)=[O:28])[CH:11]=[N:12][C:13]=2[O:14][CH2:15][C:16]([F:17])([F:18])[F:19])=[CH:6][CH:7]=1. (3) Given the reactants [N:1]12[CH2:8][CH2:7][CH:4]([CH2:5][CH2:6]1)[CH:3]([CH2:9][C:10]([OH:12])=O)[CH2:2]2.[CH3:13][O:14][C:15]1[CH:20]=[CH:19][CH:18]=[CH:17][C:16]=1[CH2:21][CH2:22][NH2:23], predict the reaction product. The product is: [N:1]12[CH2:6][CH2:5][CH:4]([CH2:7][CH2:8]1)[CH:3]([CH2:9][C:10]([NH:23][CH2:22][CH2:21][C:16]1[CH:17]=[CH:18][CH:19]=[CH:20][C:15]=1[O:14][CH3:13])=[O:12])[CH2:2]2.